From a dataset of Reaction yield outcomes from USPTO patents with 853,638 reactions. Predict the reaction yield, written as a fraction of the theoretical maximum amount of product (1.0 means a 100% yield; for example, 0.34 means a 34% yield). (1) The reactants are [NH2:1][C:2]1[S:3][C:4]2[N:5]=[C:6]([NH:11][C:12]3[CH:13]=[C:14]([NH:19][C:20](=[O:32])[C:21]4[CH:26]=[CH:25][CH:24]=[C:23]([C:27]([C:30]#[N:31])([CH3:29])[CH3:28])[CH:22]=4)[CH:15]=[CH:16][C:17]=3[CH3:18])[N:7]=[CH:8][C:9]=2[N:10]=1.[CH3:33][CH:34]([C:36]1[NH:40][N:39]=[C:38]([C:41](O)=[O:42])[CH:37]=1)[CH3:35].F[P-](F)(F)(F)(F)F.N1(OC(N(C)C)=[N+](C)C)C2N=CC=CC=2N=N1.C(=O)([O-])O.[Na+]. The catalyst is N1C=CC=CC=1. The yield is 0.320. The product is [C:30]([C:27]([C:23]1[CH:22]=[C:21]([C:20]([NH:19][C:14]2[CH:15]=[CH:16][C:17]([CH3:18])=[C:12]([NH:11][C:6]3[N:7]=[CH:8][C:9]4[N:10]=[C:2]([NH:1][C:41]([C:38]5[CH:37]=[C:36]([CH:34]([CH3:35])[CH3:33])[NH:40][N:39]=5)=[O:42])[S:3][C:4]=4[N:5]=3)[CH:13]=2)=[O:32])[CH:26]=[CH:25][CH:24]=1)([CH3:29])[CH3:28])#[N:31]. (2) The reactants are [N:1]1[O:2][N:3]=[C:4]2[C:9](=[O:10])[CH2:8][CH2:7][CH2:6][C:5]=12.CC(O[CH:16](N(C)C)[N:17]([CH3:19])[CH3:18])(C)C. The product is [CH3:16][N:17]([CH:19]=[C:8]1[C:9](=[O:10])[C:4]2=[N:3][O:2][N:1]=[C:5]2[CH2:6][CH2:7]1)[CH3:18]. The catalyst is C1COCC1. The yield is 0.570. (3) The reactants are C([O:14][C:15]([C:17]1([O:20]/[N:21]=[C:22](/[C:72]2[N:73]=[C:74]([NH:77]C(OC(C)(C)C)=O)[S:75][CH:76]=2)\[C:23]([NH:25][C@@H:26]2[C:29](=[O:30])[N:28]([S:31]([OH:34])(=[O:33])=[O:32])[C@@H:27]2[CH2:35][N:36]2[N:40]=[C:39]([CH2:41][N:42]([CH3:71])[C:43](=[N:63]C(OC(C)(C)C)=O)[N:44](C(OC(C)(C)C)=O)[CH2:45][CH2:46][CH2:47][NH:48]C(=O)OC(C)(C)C)[CH:38]=[N:37]2)=[O:24])[CH2:19][CH2:18]1)=[O:16])(C1C=CC=CC=1)C1C=CC=CC=1.C(O)(C(F)(F)F)=O. The catalyst is C(Cl)Cl. The product is [NH2:48][CH2:47][CH2:46][CH2:45][NH:44][C:43](=[NH:63])[N:42]([CH2:41][C:39]1[CH:38]=[N:37][N:36]([CH2:35][C@@H:27]2[C@H:26]([NH:25][C:23](=[O:24])/[C:22](=[N:21]\[O:20][C:17]3([C:15]([OH:16])=[O:14])[CH2:19][CH2:18]3)/[C:72]3[N:73]=[C:74]([NH2:77])[S:75][CH:76]=3)[C:29](=[O:30])[N:28]2[S:31]([OH:34])(=[O:32])=[O:33])[N:40]=1)[CH3:71]. The yield is 0.0700. (4) The reactants are Cl[C:2]1[N:7]=[CH:6][C:5]([C:8]([O:10][CH3:11])=[O:9])=[CH:4][N:3]=1.[CH:12]1([N:15]2[CH2:21][CH2:20][CH2:19][NH:18][CH2:17][CH2:16]2)[CH2:14][CH2:13]1.C(N(C(C)C)C(C)C)C. The catalyst is ClCCl. The product is [CH:12]1([N:15]2[CH2:21][CH2:20][CH2:19][N:18]([C:2]3[N:7]=[CH:6][C:5]([C:8]([O:10][CH3:11])=[O:9])=[CH:4][N:3]=3)[CH2:17][CH2:16]2)[CH2:14][CH2:13]1. The yield is 0.970. (5) The reactants are [NH2:1][C:2]1[CH:7]=[CH:6][CH:5]=[CH:4][CH:3]=1.C(O)(=O)C.[O:12]1[C:16]2([CH2:21][CH2:20][C:19](=O)[CH2:18][CH2:17]2)[O:15][CH2:14][CH2:13]1.[BH3-]C#N.[Na+].[OH-].[Na+]. The catalyst is CO. The product is [C:2]1([NH:1][CH:19]2[CH2:20][CH2:21][C:16]3([O:15][CH2:14][CH2:13][O:12]3)[CH2:17][CH2:18]2)[CH:7]=[CH:6][CH:5]=[CH:4][CH:3]=1. The yield is 0.930. (6) The reactants are [CH3:1][C:2]1([CH3:20])[CH2:6][C:5]2[C:7]([CH3:19])=[C:8]([N:13]3[CH2:18][CH2:17][NH:16][CH2:15][CH2:14]3)[C:9]([CH3:12])=[C:10]([CH3:11])[C:4]=2[O:3]1.Br[C:22]1[CH:27]=[CH:26][C:25]([O:28][C:29]([F:32])([F:31])[F:30])=[CH:24][CH:23]=1. No catalyst specified. The product is [CH3:1][C:2]1([CH3:20])[CH2:6][C:5]2[C:7]([CH3:19])=[C:8]([N:13]3[CH2:14][CH2:15][N:16]([C:22]4[CH:23]=[CH:24][C:25]([O:28][C:29]([F:30])([F:31])[F:32])=[CH:26][CH:27]=4)[CH2:17][CH2:18]3)[C:9]([CH3:12])=[C:10]([CH3:11])[C:4]=2[O:3]1. The yield is 0.510.